This data is from CYP3A4 inhibition data for predicting drug metabolism from PubChem BioAssay. The task is: Regression/Classification. Given a drug SMILES string, predict its absorption, distribution, metabolism, or excretion properties. Task type varies by dataset: regression for continuous measurements (e.g., permeability, clearance, half-life) or binary classification for categorical outcomes (e.g., BBB penetration, CYP inhibition). Dataset: cyp3a4_veith. (1) The compound is COc1ccc(-n2nc3cc(C)c(NC(=S)NC(=O)c4ccccc4C)cc3n2)cc1. The result is 0 (non-inhibitor). (2) The compound is C/C(CC/C(C)=N/O)=N/O. The result is 0 (non-inhibitor). (3) The drug is CN(CCC(=O)O)C1=Nc2ccc(Cl)cc2C(c2ccccc2)=[N+]([O-])C1. The result is 0 (non-inhibitor). (4) The compound is CN(C)Cc1cc(C(C)(C)C)cc(CNC2CCCCC2)c1O. The result is 0 (non-inhibitor).